Task: Predict the reactants needed to synthesize the given product.. Dataset: Full USPTO retrosynthesis dataset with 1.9M reactions from patents (1976-2016) (1) Given the product [CH2:1]([O:3][CH:4]1[CH2:7][N:6]([C:8]2[N:9]=[CH:10][C:11]([NH:14][C:28]([C:26]3[N:27]=[C:23]([C:17]4[CH:22]=[CH:21][CH:20]=[CH:19][CH:18]=4)[O:24][C:25]=3[C:31]([F:33])([F:34])[F:32])=[O:29])=[CH:12][CH:13]=2)[CH2:5]1)[CH3:2], predict the reactants needed to synthesize it. The reactants are: [CH2:1]([O:3][CH:4]1[CH2:7][N:6]([C:8]2[CH:13]=[CH:12][C:11]([N+:14]([O-])=O)=[CH:10][N:9]=2)[CH2:5]1)[CH3:2].[C:17]1([C:23]2[O:24][C:25]([C:31]([F:34])([F:33])[F:32])=[C:26]([C:28](O)=[O:29])[N:27]=2)[CH:22]=[CH:21][CH:20]=[CH:19][CH:18]=1.CCN(CC)CC.F[P-](F)(F)(F)(F)F.N1(O[P+](N(C)C)(N(C)C)N(C)C)C2C=CC=CC=2N=N1. (2) Given the product [C:1]([O:5][C:6]([N:8]1[CH:12]=[CH:11][CH:10]=[C:9]1[C:13]1[CH:21]=[CH:20][CH:19]=[C:18]2[C:14]=1[C:15](=[O:22])[N:16]([CH3:25])[CH2:17]2)=[O:7])([CH3:4])([CH3:2])[CH3:3], predict the reactants needed to synthesize it. The reactants are: [C:1]([O:5][C:6]([N:8]1[CH:12]=[CH:11][CH:10]=[C:9]1[C:13]1[CH:21]=[CH:20][CH:19]=[C:18]2[C:14]=1[C:15](=[O:22])[NH:16][CH2:17]2)=[O:7])([CH3:4])([CH3:3])[CH3:2].[H-].[Na+].[CH3:25]I. (3) Given the product [Br:46][CH2:2][CH2:3][CH2:4][CH2:5][CH2:6][C:7]1[C:13]2[CH:14]=[CH:15][C:16]([OH:18])=[CH:17][C:12]=2[CH2:11][CH2:10][CH2:9][C:8]=1[C:19]1[CH:24]=[CH:23][C:22]([OH:25])=[CH:21][CH:20]=1, predict the reactants needed to synthesize it. The reactants are: O[CH2:2][CH2:3][CH2:4][CH2:5][CH2:6][C:7]1[C:13]2[CH:14]=[CH:15][C:16]([OH:18])=[CH:17][C:12]=2[CH2:11][CH2:10][CH2:9][C:8]=1[C:19]1[CH:24]=[CH:23][C:22]([OH:25])=[CH:21][CH:20]=1.C1(P(C2C=CC=CC=2)C2C=CC=CC=2)C=CC=CC=1.C(Br)(Br)(Br)[Br:46]. (4) Given the product [OH:8][C:18]1[CH:17]=[CH:16][CH:15]=[CH:14][C:13]=1[CH2:12][CH2:11][C:9]([N:5]1[CH2:6][CH2:7][N:2]([CH3:1])[CH2:3][CH2:4]1)=[O:10], predict the reactants needed to synthesize it. The reactants are: [CH3:1][N:2]1[CH2:7][CH2:6][NH:5][CH2:4][CH2:3]1.[O:8]1[C:18]2[C:13](=[CH:14][CH:15]=[CH:16][CH:17]=2)[CH2:12][CH2:11][C:9]1=[O:10]. (5) Given the product [F:32][C:30]1[CH:29]=[CH:28][C:27]([O:33][CH3:34])=[C:26]([S:23]([NH:22][C:18]2[CH:19]=[CH:20][CH:21]=[C:16]([C:9]3[N:10]=[C:11]([CH:13]([CH3:15])[CH3:14])[S:12][C:8]=3[C:6]3[CH:5]=[CH:4][N:3]=[C:2]([NH:39][CH2:35][CH:36]([CH3:38])[CH3:37])[N:7]=3)[CH:17]=2)(=[O:25])=[O:24])[CH:31]=1, predict the reactants needed to synthesize it. The reactants are: Cl[C:2]1[N:7]=[C:6]([C:8]2[S:12][C:11]([CH:13]([CH3:15])[CH3:14])=[N:10][C:9]=2[C:16]2[CH:17]=[C:18]([NH:22][S:23]([C:26]3[CH:31]=[C:30]([F:32])[CH:29]=[CH:28][C:27]=3[O:33][CH3:34])(=[O:25])=[O:24])[CH:19]=[CH:20][CH:21]=2)[CH:5]=[CH:4][N:3]=1.[CH2:35]([NH2:39])[CH:36]([CH3:38])[CH3:37]. (6) Given the product [ClH:33].[NH2:9][CH2:10][CH2:11][NH:12][S:13]([C:16]1[C:17]2[CH:18]=[CH:19][N:20]=[CH:21][C:22]=2[CH:23]=[C:24]([C:26]2[CH:31]=[CH:30][CH:29]=[CH:28][CH:27]=2)[CH:25]=1)(=[O:15])=[O:14], predict the reactants needed to synthesize it. The reactants are: C(OC(=O)N)(C)(C)C.[NH2:9][CH2:10][CH2:11][NH:12][S:13]([C:16]1[C:17]2[CH:18]=[CH:19][N:20]=[CH:21][C:22]=2[CH:23]=[C:24]([C:26]2[CH:31]=[CH:30][CH:29]=[CH:28][CH:27]=2)[CH:25]=1)(=[O:15])=[O:14].C(Cl)[Cl:33].Cl. (7) Given the product [F:27][C:26]([F:29])([F:28])[S:23]([O:20][C:17]1[CH:18]=[C:19]2[C:14](=[CH:15][C:16]=1[O:21][CH3:22])[N:13]=[CH:12][N:11]=[C:10]2[NH:9][C:4]1[CH:5]=[CH:6][C:7]([F:8])=[C:2]([Cl:1])[CH:3]=1)(=[O:25])=[O:24], predict the reactants needed to synthesize it. The reactants are: [Cl:1][C:2]1[CH:3]=[C:4]([NH:9][C:10]2[C:19]3[C:14](=[CH:15][C:16]([O:21][CH3:22])=[C:17]([OH:20])[CH:18]=3)[N:13]=[CH:12][N:11]=2)[CH:5]=[CH:6][C:7]=1[F:8].[S:23](O[S:23]([C:26]([F:29])([F:28])[F:27])(=[O:25])=[O:24])([C:26]([F:29])([F:28])[F:27])(=[O:25])=[O:24].